This data is from NCI-60 drug combinations with 297,098 pairs across 59 cell lines. The task is: Regression. Given two drug SMILES strings and cell line genomic features, predict the synergy score measuring deviation from expected non-interaction effect. (1) Drug 1: C1CCC(C1)C(CC#N)N2C=C(C=N2)C3=C4C=CNC4=NC=N3. Drug 2: CN(C)C1=NC(=NC(=N1)N(C)C)N(C)C. Cell line: K-562. Synergy scores: CSS=4.72, Synergy_ZIP=0.743, Synergy_Bliss=7.41, Synergy_Loewe=-9.61, Synergy_HSA=2.08. (2) Drug 1: CC1C(C(CC(O1)OC2CC(CC3=C2C(=C4C(=C3O)C(=O)C5=C(C4=O)C(=CC=C5)OC)O)(C(=O)CO)O)N)O.Cl. Drug 2: C1CCN(CC1)CCOC2=CC=C(C=C2)C(=O)C3=C(SC4=C3C=CC(=C4)O)C5=CC=C(C=C5)O. Cell line: PC-3. Synergy scores: CSS=0.438, Synergy_ZIP=1.07, Synergy_Bliss=0.747, Synergy_Loewe=0.394, Synergy_HSA=-0.417.